From a dataset of Merck oncology drug combination screen with 23,052 pairs across 39 cell lines. Regression. Given two drug SMILES strings and cell line genomic features, predict the synergy score measuring deviation from expected non-interaction effect. Drug 2: Cn1cc(-c2cnn3c(N)c(Br)c(C4CCCNC4)nc23)cn1. Drug 1: CS(=O)(=O)CCNCc1ccc(-c2ccc3ncnc(Nc4ccc(OCc5cccc(F)c5)c(Cl)c4)c3c2)o1. Cell line: A2058. Synergy scores: synergy=22.6.